From a dataset of Full USPTO retrosynthesis dataset with 1.9M reactions from patents (1976-2016). Predict the reactants needed to synthesize the given product. (1) Given the product [CH2:9]([C:11]1[S:42][C:14]2[N:15]([CH2:27][C:28]3[CH:29]=[CH:30][C:31]([C:34]4[CH:39]=[CH:38][CH:37]=[CH:36][C:35]=4[C:40]4[NH:43][C:4](=[O:7])[O:5][N:41]=4)=[CH:32][CH:33]=3)[C:16](=[O:26])[N:17]([CH2:18][CH2:19][C:20]3[CH:21]=[CH:22][CH:23]=[CH:24][CH:25]=3)[C:13]=2[CH:12]=1)[CH3:10], predict the reactants needed to synthesize it. The reactants are: [Cl-].O[NH3+].[C:4](=[O:7])([O-])[OH:5].[Na+].[CH2:9]([C:11]1[S:42][C:14]2[N:15]([CH2:27][C:28]3[CH:33]=[CH:32][C:31]([C:34]4[C:35]([C:40]#[N:41])=[CH:36][CH:37]=[CH:38][CH:39]=4)=[CH:30][CH:29]=3)[C:16](=[O:26])[N:17]([CH2:18][CH2:19][C:20]3[CH:25]=[CH:24][CH:23]=[CH:22][CH:21]=3)[C:13]=2[CH:12]=1)[CH3:10].[N:43]12CCCN=C1CCCCC2. (2) Given the product [CH2:22]([N:21]([CH2:26][CH3:25])[CH2:27][CH2:28][CH2:29][NH:30][C:2]1[CH:7]=[CH:6][C:5]([C:8]([N:10]2[CH2:14][CH2:13][CH2:12][C@H:11]2[CH2:15][N:16]2[CH2:20][CH2:19][CH2:18][CH2:17]2)=[O:9])=[CH:4][CH:3]=1)[CH3:23], predict the reactants needed to synthesize it. The reactants are: F[C:2]1[CH:7]=[CH:6][C:5]([C:8]([N:10]2[CH2:14][CH2:13][CH2:12][CH:11]2[CH2:15][N:16]2[CH2:20][CH2:19][CH2:18][CH2:17]2)=[O:9])=[CH:4][CH:3]=1.[N:21]1([CH2:27][CH2:28][CH2:29][NH2:30])[CH2:26][CH2:25]C[CH2:23][CH2:22]1. (3) Given the product [Cl:18][C:16]1[CH:15]=[CH:14][C:13]([C:19]2[N:20]=[CH:21][CH:22]=[CH:23][N:24]=2)=[C:12]([C:10]([N:4]2[CH2:5][CH2:6][CH2:7][C@@H:8]([CH3:9])[C@H:3]2[CH2:2][NH:1][C:26]2[N:31]=[CH:30][C:29]([C:32]([F:35])([F:34])[F:33])=[CH:28][N:27]=2)=[O:11])[CH:17]=1, predict the reactants needed to synthesize it. The reactants are: [NH2:1][CH2:2][C@@H:3]1[C@H:8]([CH3:9])[CH2:7][CH2:6][CH2:5][N:4]1[C:10]([C:12]1[CH:17]=[C:16]([Cl:18])[CH:15]=[CH:14][C:13]=1[C:19]1[N:24]=[CH:23][CH:22]=[CH:21][N:20]=1)=[O:11].Cl[C:26]1[N:31]=[CH:30][C:29]([C:32]([F:35])([F:34])[F:33])=[CH:28][N:27]=1. (4) Given the product [CH3:28][C:27]1[CH:26]=[CH:25][S:24][C:23]=1[C:21]([NH:20][C:16]1[CH:15]=[C:14]([CH:19]=[CH:18][CH:17]=1)[C:12]([C:8]1[CH:7]=[C:6]2[C:11]([C:3](=[CH:2][NH:30][C:31]3[CH:32]=[CH:33][C:34]([CH2:37][CH2:38][CH2:39][C:40]([OH:42])=[O:41])=[CH:35][CH:36]=3)[C:4](=[O:29])[NH:5]2)=[CH:10][CH:9]=1)=[O:13])=[O:22], predict the reactants needed to synthesize it. The reactants are: O[CH:2]=[C:3]1[C:11]2[C:6](=[CH:7][C:8]([C:12]([C:14]3[CH:15]=[C:16]([NH:20][C:21]([C:23]4[S:24][CH:25]=[CH:26][C:27]=4[CH3:28])=[O:22])[CH:17]=[CH:18][CH:19]=3)=[O:13])=[CH:9][CH:10]=2)[NH:5][C:4]1=[O:29].[NH2:30][C:31]1[CH:36]=[CH:35][C:34]([CH2:37][CH2:38][CH2:39][C:40]([OH:42])=[O:41])=[CH:33][CH:32]=1. (5) Given the product [F:36][C:37]1[CH:44]=[C:43]([C:2]2[CH:3]=[N:4][C:5]([N:8]3[CH2:13][CH2:12][O:11][C@H:10]([CH2:14][N:15]4[C:19]5=[N:20][C:21]([C:24]6[CH:25]=[N:26][N:27]([CH3:29])[CH:28]=6)=[CH:22][N:23]=[C:18]5[N:17]=[N:16]4)[CH2:9]3)=[N:6][CH:7]=2)[CH:42]=[CH:41][C:38]=1[CH:39]=[O:40], predict the reactants needed to synthesize it. The reactants are: Br[C:2]1[CH:3]=[N:4][C:5]([N:8]2[CH2:13][CH2:12][O:11][C@H:10]([CH2:14][N:15]3[C:19]4=[N:20][C:21]([C:24]5[CH:25]=[N:26][N:27]([CH3:29])[CH:28]=5)=[CH:22][N:23]=[C:18]4[N:17]=[N:16]3)[CH2:9]2)=[N:6][CH:7]=1.C([O-])([O-])=O.[Na+].[Na+].[F:36][C:37]1[CH:44]=[C:43](B2OC(C)(C)C(C)(C)O2)[CH:42]=[CH:41][C:38]=1[CH:39]=[O:40]. (6) Given the product [Si:29]([O:28][CH2:27][CH2:26][N:7]1[C@@H:2]([CH3:1])[CH2:3][N:4]([C:9]([O:11][CH2:12][C:13]2[CH:18]=[CH:17][CH:16]=[CH:15][CH:14]=2)=[O:10])[CH2:5][C@H:6]1[CH3:8])([C:32]([CH3:35])([CH3:34])[CH3:33])([CH3:31])[CH3:30], predict the reactants needed to synthesize it. The reactants are: [CH3:1][C@H:2]1[NH:7][C@@H:6]([CH3:8])[CH2:5][N:4]([C:9]([O:11][CH2:12][C:13]2[CH:18]=[CH:17][CH:16]=[CH:15][CH:14]=2)=[O:10])[CH2:3]1.C(=O)([O-])[O-].[K+].[K+].Br[CH2:26][CH2:27][O:28][Si:29]([C:32]([CH3:35])([CH3:34])[CH3:33])([CH3:31])[CH3:30]. (7) Given the product [C:1]([O:5][C:6]([NH:8][C@@H:9]([CH2:13][C:14]1[CH:23]=[CH:22][C:21]2[C:16](=[CH:17][CH:18]=[CH:19][CH:20]=2)[CH:15]=1)[C:10]([NH:31][CH2:24][C:25]1[CH:30]=[CH:29][CH:28]=[CH:27][CH:26]=1)=[O:11])=[O:7])([CH3:4])([CH3:2])[CH3:3], predict the reactants needed to synthesize it. The reactants are: [C:1]([O:5][C:6]([NH:8][C@@H:9]([CH2:13][C:14]1[CH:23]=[CH:22][C:21]2[C:16](=[CH:17][CH:18]=[CH:19][CH:20]=2)[CH:15]=1)[C:10](O)=[O:11])=[O:7])([CH3:4])([CH3:3])[CH3:2].[CH2:24]([NH2:31])[C:25]1[CH:30]=[CH:29][CH:28]=[CH:27][CH:26]=1.C1C=CC2N(O)N=NC=2C=1.C(Cl)CCl.CN1CCOCC1. (8) Given the product [NH2:22][C:20]1[CH:21]=[C:12]([C:4]2[CH:5]=[CH:6][C:7]([C:8]([F:11])([F:9])[F:10])=[C:2]([F:1])[CH:3]=2)[CH:13]=[C:14]2[C:19]=1[NH:18][C:17](=[O:25])[CH2:16][CH2:15]2, predict the reactants needed to synthesize it. The reactants are: [F:1][C:2]1[CH:3]=[C:4]([C:12]2[CH:13]=[C:14]3[C:19](=[C:20]([N+:22]([O-])=O)[CH:21]=2)[NH:18][C:17](=[O:25])[CH2:16][CH2:15]3)[CH:5]=[CH:6][C:7]=1[C:8]([F:11])([F:10])[F:9]. (9) The reactants are: [Cl:1][C:2]1[C:8]([CH3:9])=[CH:7][CH:6]=[C:5]([Cl:10])[C:3]=1[NH2:4].[NH2:11][C:12]1[NH:16][N:15]=[C:14]([S:17](Cl)(=[O:19])=[O:18])[N:13]=1. Given the product [Cl:1][C:2]1[C:8]([CH3:9])=[CH:7][CH:6]=[C:5]([Cl:10])[C:3]=1[NH2:4].[NH2:11][C:12]1[NH:16][N:15]=[C:14]([S:17]([NH:4][C:3]2[C:5]([Cl:10])=[CH:6][CH:7]=[C:8]([CH3:9])[C:2]=2[Cl:1])(=[O:19])=[O:18])[N:13]=1, predict the reactants needed to synthesize it. (10) Given the product [Br:1][C:2]1[CH:7]=[CH:6][CH:5]=[CH:4][C:3]=1[O:8][CH2:10][C:11]([O:13][CH2:14][CH3:15])=[O:12], predict the reactants needed to synthesize it. The reactants are: [Br:1][C:2]1[CH:7]=[CH:6][CH:5]=[CH:4][C:3]=1[OH:8].Br[CH2:10][C:11]([O:13][CH2:14][CH3:15])=[O:12].C([O-])([O-])=O.[K+].[K+].